This data is from Cav3 T-type calcium channel HTS with 100,875 compounds. The task is: Binary Classification. Given a drug SMILES string, predict its activity (active/inactive) in a high-throughput screening assay against a specified biological target. The molecule is S(=O)(=O)(n1nc(OC(=O)c2c(OC)cccc2)cc1N)c1ccc(cc1)C. The result is 0 (inactive).